This data is from Peptide-MHC class I binding affinity with 185,985 pairs from IEDB/IMGT. The task is: Regression. Given a peptide amino acid sequence and an MHC pseudo amino acid sequence, predict their binding affinity value. This is MHC class I binding data. The peptide sequence is KLLWFLTGT. The MHC is H-2-Db with pseudo-sequence H-2-Db. The binding affinity (normalized) is 0.